Dataset: Full USPTO retrosynthesis dataset with 1.9M reactions from patents (1976-2016). Task: Predict the reactants needed to synthesize the given product. (1) The reactants are: [C:1]12([CH:7]3[CH2:8][CH2:9][CH:4]1[CH:5]1[C:13](=[O:14])[O:12][C:10](=[O:11])[CH:6]13)[CH2:3][CH2:2]2.[Br:15][C:16]1[CH:22]=[CH:21][C:19]([NH2:20])=[CH:18][CH:17]=1. Given the product [Br:15][C:16]1[CH:22]=[CH:21][C:19]([NH:20][C:10]([C@@H:6]2[C@H:7]3[C:1]4([CH2:3][CH2:2]4)[C@H:4]([CH2:9][CH2:8]3)[C@@H:5]2[C:13]([OH:12])=[O:14])=[O:11])=[CH:18][CH:17]=1, predict the reactants needed to synthesize it. (2) The reactants are: [F:1][C:2]1[C:3]([CH3:11])=[C:4]([CH:8]=[CH:9][CH:10]=1)[C:5](O)=O.[CH3:12][O:13][C:14]1[CH:15]=[C:16]2[C:21](=[CH:22][C:23]=1[O:24][CH3:25])[N:20]=[CH:19][C:18]([C:26]#[N:27])=[C:17]2[CH3:28].[Li+].C[Si]([N-:34][Si](C)(C)C)(C)C.C([O-])(=O)C.[NH4+].[OH-].[NH4+]. Given the product [F:1][C:2]1[C:3]([CH3:11])=[C:4]([C:5]2[CH:28]=[C:17]3[C:18](=[C:26]([NH2:34])[N:27]=2)[CH:19]=[N:20][C:21]2[CH:22]=[C:23]([O:24][CH3:25])[C:14]([O:13][CH3:12])=[CH:15][C:16]3=2)[CH:8]=[CH:9][CH:10]=1, predict the reactants needed to synthesize it. (3) Given the product [Cl:20][C:18]1[CH:19]=[C:14]([CH:15]=[C:16]([O:21][C:22]2[CH:27]=[CH:26][C:25]([C:28]([F:29])([F:31])[F:30])=[CH:24][C:23]=2[O:42][C:38]2[CH:39]=[CH:40][CH:41]=[C:36]([F:35])[CH:37]=2)[CH:17]=1)[O:13][C:10]1[CH:11]=[CH:12][C:7]([CH2:6][CH2:5][C:4]([OH:3])=[O:34])=[C:8]([CH3:33])[CH:9]=1, predict the reactants needed to synthesize it. The reactants are: C([O:3][C:4](=[O:34])[CH2:5][CH2:6][C:7]1[CH:12]=[CH:11][C:10]([O:13][C:14]2[CH:19]=[C:18]([Cl:20])[CH:17]=[C:16]([O:21][C:22]3[CH:27]=[CH:26][C:25]([C:28]([F:31])([F:30])[F:29])=[CH:24][C:23]=3Br)[CH:15]=2)=[CH:9][C:8]=1[CH3:33])C.[F:35][C:36]1[CH:37]=[C:38]([OH:42])[CH:39]=[CH:40][CH:41]=1. (4) Given the product [CH3:1][N:2]1[CH2:7][CH2:6][CH:5]([C:8]2[CH:9]=[C:10]3[C:14](=[CH:15][CH:16]=2)[NH:13][N:12]=[C:11]3[C:17]2[N:18]=[N:19][N:20]([C:22]3[CH:23]=[CH:24][C:25]([C:28]([N:30]4[CH2:35][CH2:34][O:33][CH2:32][CH2:31]4)=[O:29])=[CH:26][CH:27]=3)[CH:21]=2)[CH2:4][CH2:3]1, predict the reactants needed to synthesize it. The reactants are: [CH3:1][N:2]1[CH2:7][CH:6]=[C:5]([C:8]2[CH:9]=[C:10]3[C:14](=[CH:15][CH:16]=2)[NH:13][N:12]=[C:11]3[C:17]2[N:18]=[N:19][N:20]([C:22]3[CH:27]=[CH:26][C:25]([C:28]([N:30]4[CH2:35][CH2:34][O:33][CH2:32][CH2:31]4)=[O:29])=[CH:24][CH:23]=3)[CH:21]=2)[CH2:4][CH2:3]1. (5) Given the product [CH3:45][C:46]1([CH3:54])[O:50][CH:49]([CH2:51][O:52][NH:53][C:41]([C:30]2[C:31]([NH:32][C:33]3[CH:38]=[CH:37][C:36]([I:39])=[CH:35][C:34]=3[F:40])=[C:23]([Cl:22])[C:24](=[O:44])[N:25]3[C:29]=2[CH2:28][CH2:27][CH2:26]3)=[O:42])[CH2:48][O:47]1, predict the reactants needed to synthesize it. The reactants are: CCN=C=NCCCN(C)C.C1C=CC2N(O)N=NC=2C=1.[Cl:22][C:23]1[C:24](=[O:44])[N:25]2[C:29](=[C:30]([C:41](O)=[O:42])[C:31]=1[NH:32][C:33]1[CH:38]=[CH:37][C:36]([I:39])=[CH:35][C:34]=1[F:40])[CH2:28][CH2:27][CH2:26]2.[CH3:45][C:46]1([CH3:54])[O:50][CH:49]([CH2:51][O:52][NH2:53])[CH2:48][O:47]1. (6) Given the product [CH2:6]([O:9][CH2:10][C:11]([CH2:17][Cl:18])=[O:13])[CH:7]=[CH2:8], predict the reactants needed to synthesize it. The reactants are: [Li]CCCC.[CH2:6]([O:9][CH2:10][C:11]([O:13]CC)=O)[CH:7]=[CH2:8].I[CH2:17][Cl:18].CC(O)=O.